The task is: Predict the reaction yield, written as a fraction of the theoretical maximum amount of product (1.0 means a 100% yield; for example, 0.34 means a 34% yield).. This data is from Reaction yield outcomes from USPTO patents with 853,638 reactions. (1) The reactants are C(=O)([O-])[O-].[Na+].[Na+].Br[C:8]1[CH:20]=[CH:19][C:11]([C:12]([O:14][C:15]([CH3:18])([CH3:17])[CH3:16])=[O:13])=[C:10]([N+:21]([O-:23])=[O:22])[CH:9]=1.[N:24]1[CH:29]=[CH:28][C:27](B(O)O)=[CH:26][CH:25]=1. The catalyst is C(COC)OC.O.C1C=CC(P(C2C=CC=CC=2)C2C=CC=CC=2)=CC=1.C1C=CC(P(C2C=CC=CC=2)C2C=CC=CC=2)=CC=1.Cl[Pd]Cl. The product is [N+:21]([C:10]1[CH:9]=[C:8]([C:27]2[CH:28]=[CH:29][N:24]=[CH:25][CH:26]=2)[CH:20]=[CH:19][C:11]=1[C:12]([O:14][C:15]([CH3:18])([CH3:17])[CH3:16])=[O:13])([O-:23])=[O:22]. The yield is 0.820. (2) The reactants are [NH:1]1[C:7](=O)[CH2:6]C[CH2:4][C:3]2[CH:9]=[CH:10][CH:11]=[CH:12][C:2]1=2.[CH2:13]([NH2:16])[CH:14]=[CH2:15].C(O)(=O)C.C(O[BH-](OC(=O)C)OC(=O)C)(=O)C.[Na+]. The catalyst is ClCCCl.ClCCl. The product is [CH2:13]([NH:16][CH2:4][C:3]1[CH:9]=[CH:10][CH:11]=[C:12]2[C:2]=1[NH:1][CH:7]=[CH:6]2)[CH:14]=[CH2:15]. The yield is 0.820. (3) The reactants are C([O:3][C:4](=O)[CH2:5][O:6][C:7]1[C:15]([Br:16])=[C:14]2[C:10]([CH:11]=[N:12][N:13]2[CH2:17][C@@H:18]([NH:20][C:21]([O:23][CH2:24][C:25]2[CH:30]=[CH:29][CH:28]=[CH:27][CH:26]=2)=[O:22])[CH3:19])=[CH:9][CH:8]=1)C.[BH4-].[Na+].[Cl-].[Ca+2].[Cl-]. The catalyst is O1CCCC1.C(O)C. The product is [CH2:24]([O:23][C:21](=[O:22])[NH:20][C@@H:18]([CH3:19])[CH2:17][N:13]1[C:14]2[C:10](=[CH:9][CH:8]=[C:7]([O:6][CH2:5][CH2:4][OH:3])[C:15]=2[Br:16])[CH:11]=[N:12]1)[C:25]1[CH:30]=[CH:29][CH:28]=[CH:27][CH:26]=1. The yield is 0.820. (4) The reactants are C([O:8][C:9](=[O:35])[CH2:10][CH2:11]/[CH:12]=[CH:13]/[C:14]1[CH:23]=[CH:22][CH:21]=[C:20]([NH:24][S:25]([C:28]2[CH:33]=[CH:32][CH:31]=[CH:30][C:29]=2[F:34])(=[O:27])=[O:26])[C:15]=1[C:16]([O:18][CH3:19])=[O:17])C1C=CC=CC=1.[Li+].[OH-]. The yield is 0.960. The catalyst is CO.[OH-].[OH-].[Pd+2]. The product is [F:34][C:29]1[CH:30]=[CH:31][CH:32]=[CH:33][C:28]=1[S:25]([NH:24][C:20]1[C:15]([C:16]([O:18][CH3:19])=[O:17])=[C:14]([CH2:13][CH2:12][CH2:11][CH2:10][C:9]([OH:35])=[O:8])[CH:23]=[CH:22][CH:21]=1)(=[O:27])=[O:26]. (5) The yield is 0.400. The catalyst is CC(C)=O. The product is [NH2:15][CH:16]([C:24]1[CH:25]=[CH:26][C:27]([F:30])=[CH:28][CH:29]=1)[CH2:17][C:18]([OH:20])=[O:19]. The reactants are P([O-])([O-])([O-])=O.[K+].[K+].[K+].COC(C)(C)C.[NH2:15][CH:16]([C:24]1[CH:29]=[CH:28][C:27]([F:30])=[CH:26][CH:25]=1)[CH2:17][C:18]([O:20]CCC)=[O:19].